This data is from Full USPTO retrosynthesis dataset with 1.9M reactions from patents (1976-2016). The task is: Predict the reactants needed to synthesize the given product. (1) The reactants are: Cl[C:2]1[CH:3]=[CH:4][C:5]([N+:10]([O-:12])=[O:11])=[C:6]([O:8][CH3:9])[CH:7]=1.[P:13]([O-:20])([O:17][CH2:18][CH3:19])[O:14][CH2:15][CH3:16].CC1(C)C2C(=C(P(C3C=CC=CC=3)C3C=CC=CC=3)C=CC=2)OC2C(P(C3C=CC=CC=3)C3C=CC=CC=3)=CC=CC1=2.P([O-])([O-])([O-])=O.[K+].[K+].[K+]. Given the product [CH2:15]([O:14][P:13]([C:2]1[CH:3]=[CH:4][C:5]([N+:10]([O-:12])=[O:11])=[C:6]([O:8][CH3:9])[CH:7]=1)(=[O:20])[O:17][CH2:18][CH3:19])[CH3:16], predict the reactants needed to synthesize it. (2) Given the product [CH2:11]([N:18]1[CH2:23][CH2:22][N:21]([CH2:24][C:25]2[CH:30]=[CH:29][CH:28]=[CH:27][CH:26]=2)[CH2:20][C@@H:19]1[CH2:31][CH:32]=[O:33])[C:12]1[CH:13]=[CH:14][CH:15]=[CH:16][CH:17]=1, predict the reactants needed to synthesize it. The reactants are: C(Cl)(=O)C(Cl)=O.CS(C)=O.[CH2:11]([N:18]1[CH2:23][CH2:22][N:21]([CH2:24][C:25]2[CH:30]=[CH:29][CH:28]=[CH:27][CH:26]=2)[CH2:20][C@@H:19]1[CH2:31][CH2:32][OH:33])[C:12]1[CH:17]=[CH:16][CH:15]=[CH:14][CH:13]=1.C(N(CC)CC)C. (3) Given the product [ClH:82].[ClH:82].[NH2:59][C@H:35]1[CH2:34][N:33]([C:31](=[O:32])[C:28]2[CH:27]=[CH:26][C:25]([C:24]([N:17]3[C:18]4[CH:23]=[CH:22][CH:21]=[CH:20][C:19]=4[N:13]([CH2:12][C:8]4[C:9]5[C:4](=[CH:3][C:2]([Br:1])=[CH:11][CH:10]=5)[CH:5]=[CH:6][C:7]=4[O:77][CH3:78])[C:14](=[O:76])[C@@H:15]([NH2:68])[CH2:16]3)=[O:67])=[CH:30][CH:29]=2)[C:39]2[CH:40]=[CH:41][CH:42]=[CH:43][C:38]=2[N:37]([CH2:44][C:45]2[C:54]3[C:49](=[CH:50][C:51]([Br:55])=[CH:52][CH:53]=3)[CH:48]=[CH:47][C:46]=2[O:56][CH3:57])[C:36]1=[O:58], predict the reactants needed to synthesize it. The reactants are: [Br:1][C:2]1[CH:3]=[C:4]2[C:9](=[CH:10][CH:11]=1)[C:8]([CH2:12][N:13]1[C:19]3[CH:20]=[CH:21][CH:22]=[CH:23][C:18]=3[N:17]([C:24](=[O:67])[C:25]3[CH:30]=[CH:29][C:28]([C:31]([N:33]4[C:39]5[CH:40]=[CH:41][CH:42]=[CH:43][C:38]=5[N:37]([CH2:44][C:45]5[C:54]6[C:49](=[CH:50][C:51]([Br:55])=[CH:52][CH:53]=6)[CH:48]=[CH:47][C:46]=5[O:56][CH3:57])[C:36](=[O:58])[C@@H:35]([NH:59]C(OC(C)(C)C)=O)[CH2:34]4)=[O:32])=[CH:27][CH:26]=3)[CH2:16][C@H:15]([NH:68]C(=O)OC(C)(C)C)[C:14]1=[O:76])=[C:7]([O:77][CH3:78])[CH:6]=[CH:5]2.C([Cl:82])(=O)C. (4) The reactants are: C([O:3][C:4](=[O:30])[CH2:5][CH2:6][CH2:7][N:8]([CH2:10][CH2:11][CH2:12][O:13][C:14]1[CH:19]=[CH:18][C:17]([N:20]2[C:28]([Cl:29])=[C:27]3[C:22]([CH:23]=[CH:24][CH:25]=[CH:26]3)=[N:21]2)=[CH:16][CH:15]=1)[CH3:9])C.[OH-].[Na+]. Given the product [ClH:29].[Cl:29][C:28]1[N:20]([C:17]2[CH:16]=[CH:15][C:14]([O:13][CH2:12][CH2:11][CH2:10][N:8]([CH3:9])[CH2:7][CH2:6][CH2:5][C:4]([OH:30])=[O:3])=[CH:19][CH:18]=2)[N:21]=[C:22]2[C:27]=1[CH:26]=[CH:25][CH:24]=[CH:23]2, predict the reactants needed to synthesize it. (5) Given the product [Cl:3][C:4]1[C:5]([N:10]2[CH2:11][CH2:12][N:13]([CH2:23][C:21]3[C:20]([CH3:25])=[N:19][N:18]([CH2:16][CH3:17])[CH:22]=3)[CH2:14][CH2:15]2)=[N:6][CH:7]=[CH:8][N:9]=1, predict the reactants needed to synthesize it. The reactants are: Cl.Cl.[Cl:3][C:4]1[C:5]([N:10]2[CH2:15][CH2:14][NH:13][CH2:12][CH2:11]2)=[N:6][CH:7]=[CH:8][N:9]=1.[CH2:16]([N:18]1[CH:22]=[C:21]([CH:23]=O)[C:20]([CH3:25])=[N:19]1)[CH3:17].C(N(CC)CC)C.C(O[BH-](OC(=O)C)OC(=O)C)(=O)C.[Na+]. (6) Given the product [CH:1]12[CH2:7][CH:4]([CH:5]=[CH:6]1)[CH2:3][CH:2]2[NH:8][C:9](=[S:10])[NH:11][N:12]=[CH:21][C:18]1[CH:17]=[CH:16][C:15]([C:14]([F:13])([F:23])[F:24])=[CH:20][CH:19]=1, predict the reactants needed to synthesize it. The reactants are: [CH:1]12[CH2:7][CH:4]([CH:5]=[CH:6]1)[CH2:3][CH:2]2[NH:8][C:9]([NH:11][NH2:12])=[S:10].[F:13][C:14]([F:24])([F:23])[C:15]1[CH:20]=[CH:19][C:18]([CH:21]=O)=[CH:17][CH:16]=1. (7) The reactants are: [CH:1]1([O:5][C:6]2[C:15](B3OC(C)(C)C(C)(C)O3)=[CH:14][CH:13]=[C:12]3[C:7]=2[CH2:8][CH2:9][C@H:10]([CH3:30])[N:11]3[C:25]([CH:27]2[CH2:29][CH2:28]2)=[O:26])[CH2:4][CH2:3][CH2:2]1.Br[C:32]1[CH:36]=[N:35][N:34]2[CH2:37][CH2:38][N:39]([C:40]([O:42][C:43]([CH3:46])([CH3:45])[CH3:44])=[O:41])[C:33]=12.C(=O)([O-])[O-].[Na+].[Na+].O1CCOCC1. Given the product [CH:1]1([O:5][C:6]2[C:15]([C:32]3[CH:36]=[N:35][N:34]4[CH2:37][CH2:38][N:39]([C:40]([O:42][C:43]([CH3:46])([CH3:45])[CH3:44])=[O:41])[C:33]=34)=[CH:14][CH:13]=[C:12]3[C:7]=2[CH2:8][CH2:9][C@H:10]([CH3:30])[N:11]3[C:25]([CH:27]2[CH2:28][CH2:29]2)=[O:26])[CH2:2][CH2:3][CH2:4]1, predict the reactants needed to synthesize it.